Dataset: Forward reaction prediction with 1.9M reactions from USPTO patents (1976-2016). Task: Predict the product of the given reaction. (1) Given the reactants Br[C:2]1[C:3](=[O:10])[N:4]([CH3:9])[C:5](=[O:8])[NH:6][N:7]=1.Cl.[N:12]1([C:18]([C:20]2[CH:25]=[CH:24][CH:23]=[CH:22][C:21]=2[C:26]([F:29])([F:28])[F:27])=[O:19])[CH2:17][CH2:16][NH:15][CH2:14][CH2:13]1, predict the reaction product. The product is: [CH3:9][N:4]1[C:3](=[O:10])[C:2]([N:15]2[CH2:16][CH2:17][N:12]([C:18](=[O:19])[C:20]3[CH:25]=[CH:24][CH:23]=[CH:22][C:21]=3[C:26]([F:29])([F:27])[F:28])[CH2:13][CH2:14]2)=[N:7][NH:6][C:5]1=[O:8].[C:20]1([CH3:18])[CH:25]=[CH:24][CH:23]=[CH:22][CH:21]=1. (2) Given the reactants [CH3:1][O:2][C:3]1[CH:4]=[C:5]([CH2:9][CH2:10][OH:11])[CH:6]=[CH:7][CH:8]=1.[H-].[Na+].C(N=[CH:19][C:20]1[CH:21]=[C:22]2[C:27](=[CH:28][CH:29]=1)[N:26]=[CH:25][CH:24]=[C:23]2Cl)CCC.CN(C=[O:35])C, predict the reaction product. The product is: [CH3:1][O:2][C:3]1[CH:4]=[C:5]([CH2:9][CH2:10][O:11][C:23]2[C:22]3[C:27](=[CH:28][CH:29]=[C:20]([CH:19]=[O:35])[CH:21]=3)[N:26]=[CH:25][CH:24]=2)[CH:6]=[CH:7][CH:8]=1. (3) Given the reactants C([O:3][C:4](=[O:31])[C:5]1[CH:10]=[C:9]([C:11]2[CH:16]=[C:15]([NH:17][CH2:18][CH2:19][C:20]3[CH:25]=[CH:24][C:23]([O:26][CH3:27])=[CH:22][CH:21]=3)[N:14]=[C:13]([O:28][CH3:29])[N:12]=2)[CH:8]=[CH:7][C:6]=1[Cl:30])C.[OH-].[Na+], predict the reaction product. The product is: [ClH:30].[Cl:30][C:6]1[CH:7]=[CH:8][C:9]([C:11]2[CH:16]=[C:15]([NH:17][CH2:18][CH2:19][C:20]3[CH:21]=[CH:22][C:23]([O:26][CH3:27])=[CH:24][CH:25]=3)[N:14]=[C:13]([O:28][CH3:29])[N:12]=2)=[CH:10][C:5]=1[C:4]([OH:31])=[O:3]. (4) The product is: [ClH:31].[ClH:31].[CH:1]([C@H:14]1[N:23]2[C@@H:18]([CH2:19][O:20][CH2:21][CH2:22]2)[CH2:17][NH:16][CH2:15]1)([C:8]1[CH:9]=[CH:10][CH:11]=[CH:12][CH:13]=1)[C:2]1[CH:3]=[CH:4][CH:5]=[CH:6][CH:7]=1. Given the reactants [CH:1]([C@H:14]1[N:23]2[C@@H:18]([CH2:19][O:20][CH2:21][CH2:22]2)[CH2:17][N:16](C(OC(C)(C)C)=O)[CH2:15]1)([C:8]1[CH:13]=[CH:12][CH:11]=[CH:10][CH:9]=1)[C:2]1[CH:7]=[CH:6][CH:5]=[CH:4][CH:3]=1.[ClH:31], predict the reaction product.